This data is from Forward reaction prediction with 1.9M reactions from USPTO patents (1976-2016). The task is: Predict the product of the given reaction. (1) Given the reactants ClC1C=C(Cl)C=C(Cl)C=1[O:10][C:11](=O)[CH2:12][C:13](OC1C(Cl)=CC(Cl)=CC=1Cl)=[O:14].[NH2:26][C:27]([CH:34]([CH3:36])[CH3:35])=[CH:28][C:29]([O:31][CH2:32][CH3:33])=[O:30], predict the reaction product. The product is: [OH:14][C:13]1[C:28]([C:29]([O:31][CH2:32][CH3:33])=[O:30])=[C:27]([CH:34]([CH3:35])[CH3:36])[NH:26][C:11](=[O:10])[CH:12]=1. (2) Given the reactants [CH:1]1([O:4][C:5]2[CH:6]=[C:7]([C:15]3[N:32](COCC[Si](C)(C)C)[C:18]4[CH:19]=[N:20][N:21]([CH2:24][O:25][CH2:26][CH2:27][Si:28]([CH3:31])([CH3:30])[CH3:29])[C:22](=[O:23])[C:17]=4[C:16]=3[CH2:41][CH3:42])[CH:8]=[CH:9][C:10]=2[O:11][CH:12]([F:14])[F:13])[CH2:3][CH2:2]1.C1(OC2C=C(C3N(COCC[Si](C)(C)C)C4C=NN(COCC[Si](C)(C)C)C(=O)C=4C=3C)C=CC=2OC(F)F)CC1, predict the reaction product. The product is: [CH:1]1([O:4][C:5]2[CH:6]=[C:7]([C:15]3[NH:32][C:18]4[CH:19]=[N:20][N:21]([CH2:24][O:25][CH2:26][CH2:27][Si:28]([CH3:30])([CH3:29])[CH3:31])[C:22](=[O:23])[C:17]=4[C:16]=3[CH2:41][CH3:42])[CH:8]=[CH:9][C:10]=2[O:11][CH:12]([F:14])[F:13])[CH2:3][CH2:2]1. (3) Given the reactants [F:1][C:2]1[CH:3]=[C:4]([NH:9][C:10]2[CH:15]=[CH:14][CH:13]=[CH:12][CH:11]=2)[C:5]([NH2:8])=[CH:6][CH:7]=1.[CH2:16]([O:23][C@H:24]([CH3:37])[C@H:25]([NH:29][C:30]([O:32][C:33]([CH3:36])([CH3:35])[CH3:34])=[O:31])[C:26](O)=[O:27])[C:17]1[CH:22]=[CH:21][CH:20]=[CH:19][CH:18]=1.C1C=NC2N(O)N=NC=2C=1.CN1CCOCC1.Cl.CN(C)CCCN=C=NCC, predict the reaction product. The product is: [C:33]([O:32][C:30](=[O:31])[NH:29][C@H:25]([C:26](=[O:27])[NH:8][C:5]1[CH:6]=[CH:7][C:2]([F:1])=[CH:3][C:4]=1[NH:9][C:10]1[CH:15]=[CH:14][CH:13]=[CH:12][CH:11]=1)[C@H:24]([O:23][CH2:16][C:17]1[CH:18]=[CH:19][CH:20]=[CH:21][CH:22]=1)[CH3:37])([CH3:35])([CH3:34])[CH3:36]. (4) Given the reactants [Cl:1][C:2]1[CH:3]=[C:4]2[C:10]3([CH2:14][CH2:13][N:12]([C:15]([O:17][C:18]([CH3:21])([CH3:20])[CH3:19])=[O:16])[CH2:11]3)[CH2:9][NH:8][C:5]2=[CH:6][CH:7]=1.N1C=CC=CC=1.[F:28][C:29]([F:40])([F:39])[C:30](O[C:30](=[O:31])[C:29]([F:40])([F:39])[F:28])=[O:31], predict the reaction product. The product is: [Cl:1][C:2]1[CH:3]=[C:4]2[C:10]3([CH2:14][CH2:13][N:12]([C:15]([O:17][C:18]([CH3:21])([CH3:20])[CH3:19])=[O:16])[CH2:11]3)[CH2:9][N:8]([C:30](=[O:31])[C:29]([F:40])([F:39])[F:28])[C:5]2=[CH:6][CH:7]=1. (5) Given the reactants [CH2:1]([C@@H:8]1[CH2:19][N:18]2[C:10]([C:11]3[NH:12][C:13]([CH:21]4[CH2:25][CH2:24][CH2:23][CH2:22]4)=[N:14][C:15]=3[N:16]=[C:17]2Cl)=[N:9]1)[C:2]1[CH:7]=[CH:6][CH:5]=[CH:4][CH:3]=1.[N:26]1([CH2:32][CH2:33][NH2:34])[CH2:31][CH2:30][CH2:29][CH2:28][CH2:27]1.C(N(CC)C(C)C)(C)C, predict the reaction product. The product is: [CH2:1]([C@@H:8]1[CH2:19][N:18]2[C:10]([C:11]3[NH:12][C:13]([CH:21]4[CH2:25][CH2:24][CH2:23][CH2:22]4)=[N:14][C:15]=3[N:16]=[C:17]2[NH:34][CH2:33][CH2:32][N:26]2[CH2:31][CH2:30][CH2:29][CH2:28][CH2:27]2)=[N:9]1)[C:2]1[CH:7]=[CH:6][CH:5]=[CH:4][CH:3]=1. (6) Given the reactants C(OC(=O)[NH:7][C:8]1[CH:13]=[CH:12][C:11]([N:14]2[CH:18]=[CH:17][CH:16]=[CH:15]2)=[CH:10][C:9]=1[NH2:19])(C)(C)C.C(O[C:26](=[O:43])[CH2:27][C:28]([C:30]1[CH:35]=[CH:34][CH:33]=[C:32]([C:36]2[CH:41]=[CH:40][N:39]=[C:38]([CH3:42])[N:37]=2)[CH:31]=1)=O)(C)(C)C, predict the reaction product. The product is: [CH3:42][C:38]1[N:37]=[C:36]([C:32]2[CH:31]=[C:30]([C:28]3[CH2:27][C:26](=[O:43])[NH:19][C:9]4[CH:10]=[C:11]([N:14]5[CH:18]=[CH:17][CH:16]=[CH:15]5)[CH:12]=[CH:13][C:8]=4[N:7]=3)[CH:35]=[CH:34][CH:33]=2)[CH:41]=[CH:40][N:39]=1. (7) Given the reactants Br[C:2]1[N:7]=[C:6]([C:8]2[CH:9]=[C:10]([OH:14])[CH:11]=[CH:12][CH:13]=2)[N:5]=[C:4]2[N:15]([C:18]3[CH:23]=[CH:22][CH:21]=[CH:20][CH:19]=3)[N:16]=[CH:17][C:3]=12.[CH3:24][C@@H:25]1[CH2:30][O:29][CH2:28][CH2:27][NH:26]1, predict the reaction product. The product is: [CH3:24][C@@H:25]1[CH2:30][O:29][CH2:28][CH2:27][N:26]1[C:2]1[N:7]=[C:6]([C:8]2[CH:9]=[C:10]([OH:14])[CH:11]=[CH:12][CH:13]=2)[N:5]=[C:4]2[N:15]([C:18]3[CH:23]=[CH:22][CH:21]=[CH:20][CH:19]=3)[N:16]=[CH:17][C:3]=12. (8) Given the reactants [ClH:1].O1CCOCC1.C(OC(=O)[NH:14][CH:15]([C:32]1[CH:37]=[CH:36][C:35]([C:38]#[N:39])=[CH:34][C:33]=1[S:40]([CH2:43][CH3:44])(=[O:42])=[O:41])[C:16]1[C:20](=[O:21])[CH2:19][CH2:18][C:17]=1[NH:22][C:23]1[CH:28]=[CH:27][CH:26]=[C:25]([CH:29]([F:31])[F:30])[CH:24]=1)(C)(C)C, predict the reaction product. The product is: [ClH:1].[NH2:14][CH:15]([C:16]1[C:20](=[O:21])[CH2:19][CH2:18][C:17]=1[NH:22][C:23]1[CH:28]=[CH:27][CH:26]=[C:25]([CH:29]([F:31])[F:30])[CH:24]=1)[C:32]1[CH:37]=[CH:36][C:35]([C:38]#[N:39])=[CH:34][C:33]=1[S:40]([CH2:43][CH3:44])(=[O:42])=[O:41].